Dataset: Full USPTO retrosynthesis dataset with 1.9M reactions from patents (1976-2016). Task: Predict the reactants needed to synthesize the given product. (1) Given the product [CH3:1][C:2]1([N:5]2[CH2:10][CH2:9][N:8]([S:26]([C:21]3[CH:22]=[CH:23][CH:24]=[CH:25][C:20]=3[C:19]([F:18])([F:30])[F:31])(=[O:28])=[O:27])[CH2:7][CH2:6]2)[CH2:4][CH2:3]1, predict the reactants needed to synthesize it. The reactants are: [CH3:1][C:2]1([N:5]2[CH2:10][CH2:9][NH:8][CH2:7][CH2:6]2)[CH2:4][CH2:3]1.CCN(CC)CC.[F:18][C:19]([F:31])([F:30])[C:20]1[CH:25]=[CH:24][CH:23]=[CH:22][C:21]=1[S:26](Cl)(=[O:28])=[O:27]. (2) Given the product [Cl:1][C:2]1[CH:7]=[CH:6][CH:5]=[CH:4][C:3]=1[S:8]([N:11]1[CH2:16][CH2:15][N:14]([C:17]2([C:21]([O:23][CH2:24][CH3:25])=[O:22])[CH2:20][CH2:19]2)[CH2:13][CH2:12]1)(=[O:9])=[O:10], predict the reactants needed to synthesize it. The reactants are: [Cl:1][C:2]1[CH:7]=[CH:6][CH:5]=[CH:4][C:3]=1[S:8]([N:11]1[CH2:16][CH2:15][N:14]([C:17]2([C:21]([O:23][CH2:24][CH3:25])=[O:22])[CH2:20][CH2:19]C2)[CH2:13][CH2:12]1)(=[O:10])=[O:9].[H-].[Al+3].[Li+].[H-].[H-].[H-]. (3) Given the product [O:3]1[C:7]2[CH:8]=[CH:9][CH:10]=[CH:11][C:6]=2[C:5]([CH2:12][C:13]([N:15]2[CH2:20][CH2:19][CH:18]([NH:2][CH3:1])[CH2:17][CH2:16]2)=[O:14])=[CH:4]1, predict the reactants needed to synthesize it. The reactants are: [CH3:1][NH2:2].[O:3]1[C:7]2[CH:8]=[CH:9][CH:10]=[CH:11][C:6]=2[C:5]([CH2:12][C:13]([N:15]2[CH2:20][CH2:19][C:18](=O)[CH2:17][CH2:16]2)=[O:14])=[CH:4]1.[OH-].[Na+].[BH4-].[Na+]. (4) Given the product [Br:20][C:15]1[CH:14]=[C:13]([CH:18]=[CH:17][C:16]=1[NH:19][C:26](=[O:27])[CH2:25][CH:24]([CH3:29])[CH3:23])[O:12][C:8]1[C:7]([Cl:21])=[CH:6][C:5]([CH2:4][C:3]([O:2][CH3:1])=[O:22])=[CH:10][C:9]=1[Cl:11], predict the reactants needed to synthesize it. The reactants are: [CH3:1][O:2][C:3](=[O:22])[CH2:4][C:5]1[CH:10]=[C:9]([Cl:11])[C:8]([O:12][C:13]2[CH:18]=[CH:17][C:16]([NH2:19])=[C:15]([Br:20])[CH:14]=2)=[C:7]([Cl:21])[CH:6]=1.[CH3:23][CH:24]([CH3:29])[CH2:25][C:26](Cl)=[O:27].C(N(CC)CC)C. (5) Given the product [NH2:61][C@@H:59]([CH3:60])[CH2:58][O:32][C:31]1[CH:30]=[CH:29][C:28]([NH:33][C:34]([C:36]2[CH:40]=[C:39]([CH3:41])[O:38][N:37]=2)=[O:35])=[CH:27][C:26]=1[C:25]1[N:24]([CH3:42])[N:23]=[CH:22][C:21]=1[Cl:20], predict the reactants needed to synthesize it. The reactants are: C1(P(C2C=CC=CC=2)C2C=CC=CC=2)C=CC=CC=1.[Cl:20][C:21]1[CH:22]=[N:23][N:24]([CH3:42])[C:25]=1[C:26]1[CH:27]=[C:28]([NH:33][C:34]([C:36]2[CH:40]=[C:39]([CH3:41])[O:38][N:37]=2)=[O:35])[CH:29]=[CH:30][C:31]=1[OH:32].CC(OC(/N=N/C(OC(C)C)=O)=O)C.O[CH2:58][C@@H:59]([NH:61]C(=O)OC(C)(C)C)[CH3:60].